This data is from Full USPTO retrosynthesis dataset with 1.9M reactions from patents (1976-2016). The task is: Predict the reactants needed to synthesize the given product. (1) Given the product [C:18]([O:17][C:15]([NH:14][C:5]([CH3:13])([CH2:4][CH2:3][NH:2][C:23]#[N:22])[C:6]([O:8][C:9]([CH3:11])([CH3:12])[CH3:10])=[O:7])=[O:16])([CH3:21])([CH3:20])[CH3:19], predict the reactants needed to synthesize it. The reactants are: Cl.[NH2:2][CH2:3][CH2:4][C:5]([NH:14][C:15]([O:17][C:18]([CH3:21])([CH3:20])[CH3:19])=[O:16])([CH3:13])[C:6]([O:8][C:9]([CH3:12])([CH3:11])[CH3:10])=[O:7].[N:22]#[C:23]Br.CC([O-])=O.[Na+]. (2) Given the product [O:1]=[S:2]1(=[O:9])[CH2:6][CH2:5][CH:4]([CH2:7][O:8][S:16]([C:13]2[CH:14]=[CH:15][C:10]([CH3:20])=[CH:11][CH:12]=2)(=[O:18])=[O:17])[CH2:3]1, predict the reactants needed to synthesize it. The reactants are: [O:1]=[S:2]1(=[O:9])[CH2:6][CH2:5][CH:4]([CH2:7][OH:8])[CH2:3]1.[C:10]1([CH3:20])[CH:15]=[CH:14][C:13]([S:16](Cl)(=[O:18])=[O:17])=[CH:12][CH:11]=1.N1C=CC=CC=1. (3) Given the product [CH2:16]([N:12]([CH3:13])[C:11]#[N:19])[C:18]1[CH:8]=[CH:9][CH:4]=[CH:5][CH:6]=1, predict the reactants needed to synthesize it. The reactants are: CNC[C:4]1[CH:9]=[CH:8]C=[CH:6][CH:5]=1.C[CH2:11][N:12]([CH:16]([CH3:18])C)[CH:13](C)C.[N:19]#CBr. (4) Given the product [N:22]([CH2:6][CH2:7][CH2:8][CH2:9][N:10]1[CH:14]=[C:13]([C:15]([O:17][C:18]([CH3:21])([CH3:20])[CH3:19])=[O:16])[N:12]=[N:11]1)=[N+:23]=[N-:24], predict the reactants needed to synthesize it. The reactants are: CS(O[CH2:6][CH2:7][CH2:8][CH2:9][N:10]1[CH:14]=[C:13]([C:15]([O:17][C:18]([CH3:21])([CH3:20])[CH3:19])=[O:16])[N:12]=[N:11]1)(=O)=O.[N-:22]=[N+:23]=[N-:24].[Na+]. (5) Given the product [ClH:32].[F:1][C:2]1[CH:7]=[CH:6][C:5]([C:8]2[N:12]=[CH:11][N:10]([C:13]3[CH:14]=[CH:15][C:16]([C@@H:19]4[O:24][CH2:23][CH2:22][NH:21][CH2:20]4)=[CH:17][CH:18]=3)[N:9]=2)=[CH:4][CH:3]=1, predict the reactants needed to synthesize it. The reactants are: [F:1][C:2]1[CH:7]=[CH:6][C:5]([C:8]2[N:12]=[CH:11][N:10]([C:13]3[CH:18]=[CH:17][C:16]([C@@H:19]4[O:24][CH2:23][CH2:22][N:21](C(OC(C)(C)C)=O)[CH2:20]4)=[CH:15][CH:14]=3)[N:9]=2)=[CH:4][CH:3]=1.[ClH:32].CCOCC. (6) Given the product [CH3:8][S:5]([NH:4][C:3]([S:2][CH3:1])=[N:12][CH3:11])(=[O:7])=[O:6], predict the reactants needed to synthesize it. The reactants are: [CH3:1][S:2][C:3](SC)=[N:4][S:5]([CH3:8])(=[O:7])=[O:6].[CH3:11][NH2:12].C1COCC1. (7) Given the product [F:10][C:9]1[C:2]([C:13]2[NH:12][N:11]=[CH:15][CH:14]=2)=[C:3]([CH:6]=[CH:7][CH:8]=1)[C:4]#[N:5], predict the reactants needed to synthesize it. The reactants are: Br[C:2]1[C:9]([F:10])=[CH:8][CH:7]=[CH:6][C:3]=1[C:4]#[N:5].[NH:11]1[C:15](B(O)O)=[CH:14][CH:13]=[N:12]1.C([O-])(O)=O.[Na+]. (8) Given the product [Cl:19][C:13]1[CH:14]=[CH:15][CH:16]=[C:17]([Cl:18])[C:12]=1[C:11]1[C:5]2[O:4][C@@H:3]([CH2:2][N:22]([CH3:23])[CH3:21])[CH2:7][C:6]=2[CH:8]=[C:9]([F:20])[CH:10]=1, predict the reactants needed to synthesize it. The reactants are: Br[CH2:2][CH:3]1[CH2:7][C:6]2[CH:8]=[C:9]([F:20])[CH:10]=[C:11]([C:12]3[C:17]([Cl:18])=[CH:16][CH:15]=[CH:14][C:13]=3[Cl:19])[C:5]=2[O:4]1.[CH3:21][NH:22][CH3:23].